This data is from Forward reaction prediction with 1.9M reactions from USPTO patents (1976-2016). The task is: Predict the product of the given reaction. (1) Given the reactants [CH3:1][O:2][C:3]1[CH:40]=[CH:39][C:6]([C:7]([O:22][CH2:23][C@H:24]2[O:28][C@@H:27]([N:29]3[CH:37]=[C:35]([CH3:36])[C:33](=[O:34])[NH:32][C:30]3=[O:31])[CH2:26][C@@H:25]2[OH:38])([C:16]2[CH:21]=[CH:20][CH:19]=[CH:18][CH:17]=2)[C:8]2[CH:13]=[CH:12][C:11]([O:14][CH3:15])=[CH:10][CH:9]=2)=[CH:5][CH:4]=1.N1C=CN=C1.[Si:46](Cl)([C:49]([CH3:52])([CH3:51])[CH3:50])([CH3:48])[CH3:47], predict the reaction product. The product is: [CH3:1][O:2][C:3]1[CH:40]=[CH:39][C:6]([C:7]([O:22][CH2:23][C@H:24]2[O:28][C@@H:27]([N:29]3[CH:37]=[C:35]([CH3:36])[C:33](=[O:34])[NH:32][C:30]3=[O:31])[CH2:26][C@@H:25]2[O:38][Si:46]([C:49]([CH3:52])([CH3:51])[CH3:50])([CH3:48])[CH3:47])([C:16]2[CH:17]=[CH:18][CH:19]=[CH:20][CH:21]=2)[C:8]2[CH:13]=[CH:12][C:11]([O:14][CH3:15])=[CH:10][CH:9]=2)=[CH:5][CH:4]=1. (2) Given the reactants [CH2:1]([N:8]1[CH:12]=[C:11]([NH:13][C:14]([C:16]2[C:24]3[CH2:23][CH:22]([CH:25]=[O:26])[C:21]([CH3:28])([CH3:27])[CH2:20][C:19]=3[N:18]([CH2:29][O:30][CH2:31][CH2:32][Si:33]([CH3:36])([CH3:35])[CH3:34])[N:17]=2)=[O:15])[CH:10]=[N:9]1)[C:2]1[CH:7]=[CH:6][CH:5]=[CH:4][CH:3]=1.[BH4-].[Na+], predict the reaction product. The product is: [CH2:1]([N:8]1[CH:12]=[C:11]([NH:13][C:14]([C:16]2[C:24]3[CH2:23][CH:22]([CH2:25][OH:26])[C:21]([CH3:28])([CH3:27])[CH2:20][C:19]=3[N:18]([CH2:29][O:30][CH2:31][CH2:32][Si:33]([CH3:35])([CH3:34])[CH3:36])[N:17]=2)=[O:15])[CH:10]=[N:9]1)[C:2]1[CH:3]=[CH:4][CH:5]=[CH:6][CH:7]=1. (3) Given the reactants Cl[C:2]1[CH:3]=[C:4]([OH:10])[CH:5]=[C:6]([O:8][CH3:9])[CH:7]=1.[B:11]1([B:11]2[O:15][C:14]([CH3:17])([CH3:16])[C:13]([CH3:19])([CH3:18])[O:12]2)[O:15][C:14]([CH3:17])([CH3:16])[C:13]([CH3:19])([CH3:18])[O:12]1.C([O-])(=O)C.[K+].COCCOC, predict the reaction product. The product is: [CH3:9][O:8][C:6]1[CH:5]=[C:4]([OH:10])[CH:3]=[C:2]([B:11]2[O:15][C:14]([CH3:17])([CH3:16])[C:13]([CH3:19])([CH3:18])[O:12]2)[CH:7]=1. (4) Given the reactants [C:1]([Br:5])(Br)(Br)Br.C1(P(C2C=CC=CC=2)C2C=CC=CC=2)C=CC=CC=1.[I:25][C:26]1[CH:31]=[CH:30][C:29]([C:32]([F:35])([F:34])[F:33])=[CH:28][C:27]=1[CH2:36]O, predict the reaction product. The product is: [Br:5][CH2:1][CH2:36][C:27]1[CH:28]=[C:29]([C:32]([F:33])([F:35])[F:34])[CH:30]=[CH:31][C:26]=1[I:25]. (5) Given the reactants [CH3:1][O:2][C:3]1[CH:4]=[C:5]2[C:10](=[CH:11][CH:12]=1)[CH:9]([CH3:13])[C:8](=O)[CH2:7][CH2:6]2.[CH3:15][C:16](=[CH2:20])[C:17](=[O:19])[CH3:18], predict the reaction product. The product is: [CH3:1][O:2][C:3]1[CH:4]=[C:5]2[C:10]([C@@:9]3([CH3:13])[C:8]([CH2:7][CH2:6]2)=[CH:18][C:17](=[O:19])[C@@H:16]([CH3:20])[CH2:15]3)=[CH:11][CH:12]=1. (6) The product is: [F:13][C:2]([F:12])([F:1])[CH:3]1[N:8]([C:21]([O:23][CH2:24][C:25]2[CH:30]=[CH:29][CH:28]=[CH:27][CH:26]=2)=[O:22])[CH2:7][CH:6]([C:9]([O:11][CH3:14])=[O:10])[CH2:5][CH2:4]1. Given the reactants [F:1][C:2]([F:13])([F:12])[CH:3]1[NH:8][CH2:7][CH:6]([C:9]([O-:11])=[O:10])[CH2:5][CH2:4]1.[C:14]([O-])([O-])=O.[K+].[K+].Cl[C:21]([O:23][CH2:24][C:25]1[CH:30]=[CH:29][CH:28]=[CH:27][CH:26]=1)=[O:22], predict the reaction product. (7) The product is: [F:1][C:2]1[CH:8]=[CH:7][CH:6]=[CH:5][C:3]=1[NH:4][C:10]1[C:11]2[N:12]([CH:25]=[CH:26][CH:27]=2)[C:13]2[CH:14]=[CH:15][CH:16]=[C:17]([C:20]([O:22][CH2:23][CH3:24])=[O:21])[C:18]=2[N:19]=1. Given the reactants [F:1][C:2]1[CH:8]=[CH:7][CH:6]=[CH:5][C:3]=1[NH2:4].Cl[C:10]1[C:11]2[N:12]([CH:25]=[CH:26][CH:27]=2)[C:13]2[CH:14]=[CH:15][CH:16]=[C:17]([C:20]([O:22][CH2:23][CH3:24])=[O:21])[C:18]=2[N:19]=1.O, predict the reaction product. (8) Given the reactants [C:1]([OH:12])(=O)/[CH:2]=[CH:3]/[CH2:4][CH2:5][CH2:6][CH2:7][CH2:8][CH2:9][CH3:10].[CH2:13]([NH2:15])[CH3:14], predict the reaction product. The product is: [CH2:13]([NH:15][C:1](=[O:12])/[CH:2]=[CH:3]/[CH2:4][CH2:5][CH2:6][CH2:7][CH2:8][CH2:9][CH3:10])[CH3:14]. (9) Given the reactants [F:1][C@H:2]1[C@@H:7]([O:8][C:9]2[CH:16]=[CH:15][C:14]([C:17]3[N:22]=[C:21]([NH:23][C:24]4[CH:29]=[CH:28][C:27]([N:30]5[CH2:35][CH2:34][N:33]([CH:36]6[CH2:39][O:38][CH2:37]6)[CH2:32][CH2:31]5)=[CH:26][CH:25]=4)[N:20]=[CH:19][N:18]=3)=[CH:13][C:10]=2[C:11]#[N:12])[CH2:6][CH2:5][NH:4][CH2:3]1.CO[CH2:42][C:43]([OH:45])=O.CN(C(O[N:54]1N=N[C:56]2C=[CH:56][CH:55]=[N:54][C:55]1=2)=[N+](C)C)C.[F:63][P-](F)(F)(F)(F)[F:63].CN([CH:73]=[O:74])C, predict the reaction product. The product is: [F:1][C@H:2]1[C@@H:7]([O:8][C:9]2[CH:16]=[CH:15][C:14]([C:17]3[N:22]=[C:21]([NH:23][C:24]4[CH:29]=[CH:28][C:27]([N:30]5[CH2:31][CH2:32][N:33]([CH:36]6[CH2:39][O:38][CH2:37]6)[CH2:34][CH2:35]5)=[CH:26][CH:25]=4)[N:20]=[CH:19][N:18]=3)=[CH:13][C:10]=2[C:11]#[N:12])[CH2:6][CH2:5][N:4]([C:73]([C@@H:55]2[CH2:56][C@@H:42]([F:63])[C:43](=[O:45])[NH:54]2)=[O:74])[CH2:3]1. (10) Given the reactants [CH3:1][O:2][C:3]1[CH:12]=[C:11]2[C:6]([CH2:7][CH2:8][CH2:9][CH:10]2[C:13]([OH:15])=O)=[CH:5][CH:4]=1.[CH3:16][N:17]([CH3:35])[C:18]1[C:23]([CH2:24][NH:25][C:26]2[CH:31]=[CH:30][C:29]([CH:32]([CH3:34])[CH3:33])=[CH:28][CH:27]=2)=[CH:22][CH:21]=[CH:20][N:19]=1, predict the reaction product. The product is: [CH3:16][N:17]([CH3:35])[C:18]1[C:23]([CH2:24][N:25]([C:26]2[CH:27]=[CH:28][C:29]([CH:32]([CH3:33])[CH3:34])=[CH:30][CH:31]=2)[C:13]([CH:10]2[C:11]3[C:6](=[CH:5][CH:4]=[C:3]([O:2][CH3:1])[CH:12]=3)[CH2:7][CH2:8][CH2:9]2)=[O:15])=[CH:22][CH:21]=[CH:20][N:19]=1.